Dataset: Forward reaction prediction with 1.9M reactions from USPTO patents (1976-2016). Task: Predict the product of the given reaction. Given the reactants [Cl:1][C:2]1[CH:10]=[C:9]2[C:5]([CH:6]([C:12]3[CH:17]=[CH:16][CH:15]=[C:14]([Cl:18])[CH:13]=3)[C:7](=[O:11])[NH:8]2)=[CH:4][CH:3]=1.[CH2:19](Br)[C:20]1[CH:25]=[CH:24][CH:23]=[CH:22][CH:21]=1.[I-].[K+].C(=O)([O-])[O-].[K+].[K+], predict the reaction product. The product is: [CH2:19]([C:6]1([C:12]2[CH:17]=[CH:16][CH:15]=[C:14]([Cl:18])[CH:13]=2)[C:5]2[C:9](=[CH:10][C:2]([Cl:1])=[CH:3][CH:4]=2)[NH:8][C:7]1=[O:11])[C:20]1[CH:25]=[CH:24][CH:23]=[CH:22][CH:21]=1.